This data is from Reaction yield outcomes from USPTO patents with 853,638 reactions. The task is: Predict the reaction yield, written as a fraction of the theoretical maximum amount of product (1.0 means a 100% yield; for example, 0.34 means a 34% yield). (1) The reactants are C(OC([N:11]1[CH2:16][CH2:15][N:14]([CH3:17])[CH2:13][CH:12]1[C:18](=[O:23])[N:19]([O:21][CH3:22])[CH3:20])=O)C1C=CC=CC=1.[C:32](O[C:32]([O:34][C:35]([CH3:38])([CH3:37])[CH3:36])=[O:33])([O:34][C:35]([CH3:38])([CH3:37])[CH3:36])=[O:33]. The catalyst is C(OCC)(=O)C.[Pd]. The product is [CH3:38][C:35]([O:34][C:32]([N:11]1[CH2:16][CH2:15][N:14]([CH3:17])[CH2:13][CH:12]1[C:18](=[O:23])[N:19]([O:21][CH3:22])[CH3:20])=[O:33])([CH3:36])[CH3:37]. The yield is 0.920. (2) The reactants are Br[C:2]1[C:3]([CH3:14])=[C:4]([CH3:13])[C:5]2[O:9][CH:8]([CH3:10])[CH2:7][C:6]=2[C:11]=1[CH3:12].[CH3:15][O:16][C:17]1[CH:22]=[CH:21][C:20]([N:23]2[CH2:28][CH2:27][NH:26][CH2:25][CH2:24]2)=[CH:19][CH:18]=1. No catalyst specified. The product is [CH3:15][O:16][C:17]1[CH:18]=[CH:19][C:20]([N:23]2[CH2:28][CH2:27][N:26]([C:2]3[C:3]([CH3:14])=[C:4]([CH3:13])[C:5]4[O:9][CH:8]([CH3:10])[CH2:7][C:6]=4[C:11]=3[CH3:12])[CH2:25][CH2:24]2)=[CH:21][CH:22]=1. The yield is 0.390. (3) The reactants are [C:1]([C:3]1[CH:4]=[C:5]2[C:9](=[CH:10][CH:11]=1)[N:8](C(OC(C)(C)C)=O)[CH:7]=[CH:6]2)#[N:2].[Li]C(C)(C)C.[C:24](OC)(=[O:29])[C:25]([O:27][CH3:28])=[O:26].CO. The catalyst is C1COCC1.O. The product is [C:1]([C:3]1[CH:4]=[C:5]2[C:9](=[CH:10][CH:11]=1)[NH:8][C:7]([C:24](=[O:29])[C:25]([O:27][CH3:28])=[O:26])=[CH:6]2)#[N:2]. The yield is 0.236. (4) The reactants are [C:1]([C:5]1[O:9][N:8]=[C:7]([NH:10][C:11]([NH:13][C:14]2[CH:19]=[CH:18][CH:17]=[C:16]([SH:20])[CH:15]=2)=[O:12])[CH:6]=1)([CH3:4])([CH3:3])[CH3:2].[H-].[Na+].Cl[C:24]1[C:33]2[C:28](=[CH:29][C:30]([O:36][CH2:37][CH2:38][CH2:39][Cl:40])=[C:31]([O:34][CH3:35])[CH:32]=2)[N:27]=[CH:26][N:25]=1. The catalyst is C1COCC1.CN(C=O)C.C(OCC)(=O)C. The product is [C:1]([C:5]1[O:9][N:8]=[C:7]([NH:10][C:11]([NH:13][C:14]2[CH:19]=[CH:18][CH:17]=[C:16]([S:20][C:24]3[C:33]4[C:28](=[CH:29][C:30]([O:36][CH2:37][CH2:38][CH2:39][Cl:40])=[C:31]([O:34][CH3:35])[CH:32]=4)[N:27]=[CH:26][N:25]=3)[CH:15]=2)=[O:12])[CH:6]=1)([CH3:4])([CH3:2])[CH3:3]. The yield is 0.850. (5) The reactants are [Cl:1][C:2]1[C:7]([O:8][CH3:9])=[CH:6][CH:5]=[CH:4][C:3]=1[C:10](=[CH:16]N(C)C)[C:11](OCC)=[O:12].[NH2:20][C:21]([NH2:23])=[O:22].[Na+].[I-].C[Si](Cl)(C)C.[OH-].[Na+]. The catalyst is C(#N)C. The product is [Cl:1][C:2]1[C:7]([O:8][CH3:9])=[CH:6][CH:5]=[CH:4][C:3]=1[C:10]1[C:11](=[O:12])[NH:20][C:21](=[O:22])[NH:23][CH:16]=1. The yield is 0.820.